Dataset: Full USPTO retrosynthesis dataset with 1.9M reactions from patents (1976-2016). Task: Predict the reactants needed to synthesize the given product. (1) Given the product [CH3:16][C:17]1[CH:18]=[C:19]2[C:24](=[C:25]([N:27]3[CH2:28][CH2:29][N:30]([CH:13]([CH3:15])[CH2:12][C:8]4[C:7]5[CH:6]=[CH:5][CH:4]=[C:3]([O:2][CH3:1])[C:11]=5[O:10][CH:9]=4)[CH2:31][CH2:32]3)[CH:26]=1)[N:23]=[CH:22][CH:21]=[CH:20]2, predict the reactants needed to synthesize it. The reactants are: [CH3:1][O:2][C:3]1[C:11]2[O:10][CH:9]=[C:8]([CH2:12][C:13]([CH3:15])=O)[C:7]=2[CH:6]=[CH:5][CH:4]=1.[CH3:16][C:17]1[CH:18]=[C:19]2[C:24](=[C:25]([N:27]3[CH2:32][CH2:31][NH:30][CH2:29][CH2:28]3)[CH:26]=1)[N:23]=[CH:22][CH:21]=[CH:20]2.C(O[BH-](OC(=O)C)OC(=O)C)(=O)C.[Na+]. (2) Given the product [F:45][C:46]([F:51])([F:50])[C:47]([OH:49])=[O:48].[CH:36]1([CH2:35][CH2:34][N:33]2[C:26]3[N:27]=[C:28]([C:31]#[N:32])[N:29]=[CH:30][C:25]=3[CH:24]=[C:23]2[CH2:22][N:13]2[C:12](=[O:42])[C:11]3([CH2:43][CH2:44][NH:8][CH2:9][CH2:10]3)[N:15]([C:16]3[CH:21]=[CH:20][CH:19]=[CH:18][CH:17]=3)[CH2:14]2)[CH2:41][CH2:40][CH2:39][CH2:38][CH2:37]1, predict the reactants needed to synthesize it. The reactants are: C(OC([N:8]1[CH2:44][CH2:43][C:11]2([N:15]([C:16]3[CH:21]=[CH:20][CH:19]=[CH:18][CH:17]=3)[CH2:14][N:13]([CH2:22][C:23]3[N:33]([CH2:34][CH2:35][CH:36]4[CH2:41][CH2:40][CH2:39][CH2:38][CH2:37]4)[C:26]4[N:27]=[C:28]([C:31]#[N:32])[N:29]=[CH:30][C:25]=4[CH:24]=3)[C:12]2=[O:42])[CH2:10][CH2:9]1)=O)(C)(C)C.[F:45][C:46]([F:51])([F:50])[C:47]([OH:49])=[O:48]. (3) Given the product [CH3:17][O:18][C:19]1[CH:20]=[C:21]([C:2]2[N:7]=[CH:6][C:5]([C:8]34[CH2:16][N:12]([CH2:13][CH2:14][CH2:15]3)[CH2:11][CH2:10][CH2:9]4)=[CH:4][CH:3]=2)[CH:22]=[CH:23][C:24]=1[O:25][CH3:26], predict the reactants needed to synthesize it. The reactants are: Cl[C:2]1[N:7]=[CH:6][C:5]([C:8]23[CH2:16][N:12]([CH2:13][CH2:14][CH2:15]2)[CH2:11][CH2:10][CH2:9]3)=[CH:4][CH:3]=1.[CH3:17][O:18][C:19]1[CH:20]=[C:21](B(O)O)[CH:22]=[CH:23][C:24]=1[O:25][CH3:26].C(=O)([O-])[O-].[K+].[K+].C(=O)([O-])[O-].[Na+].[Na+].